The task is: Predict the reactants needed to synthesize the given product.. This data is from Full USPTO retrosynthesis dataset with 1.9M reactions from patents (1976-2016). (1) Given the product [CH3:46][C:38]1([N:32]2[C:31](=[O:47])[C:30]3[C:34](=[CH:35][CH:36]=[C:28]([CH2:27][NH:26][C:10]([C:7]4[CH:6]=[CH:5][C:4]([O:3][CH2:1][CH3:2])=[CH:9][N:8]=4)=[O:12])[CH:29]=3)[C:33]2=[O:37])[CH2:43][CH2:42][C:41](=[O:44])[NH:40][C:39]1=[O:45], predict the reactants needed to synthesize it. The reactants are: [CH2:1]([O:3][C:4]1[CH:5]=[CH:6][C:7]([C:10]([OH:12])=O)=[N:8][CH:9]=1)[CH3:2].C1N=CN(C(N2C=NC=C2)=O)C=1.Cl.[NH2:26][CH2:27][C:28]1[CH:29]=[C:30]2[C:34](=[CH:35][CH:36]=1)[C:33](=[O:37])[N:32]([C:38]1([CH3:46])[CH2:43][CH2:42][C:41](=[O:44])[NH:40][C:39]1=[O:45])[C:31]2=[O:47].O. (2) Given the product [CH3:11][C:9]1[CH:8]=[CH:7][C:3]([C:4]([OH:6])=[O:5])=[C:2]([N:19]2[N:20]=[CH:21][CH:22]=[N:18]2)[N:10]=1, predict the reactants needed to synthesize it. The reactants are: Cl[C:2]1[N:10]=[C:9]([CH3:11])[CH:8]=[CH:7][C:3]=1[C:4]([OH:6])=[O:5].C(=O)([O-])[O-].[Cs+].[Cs+].[NH:18]1[CH:22]=[CH:21][N:20]=[N:19]1.CN[C@@H]1CCCC[C@H]1NC. (3) Given the product [Br:1][C:2]1[CH:18]=[CH:17][C:5]([C:6]2[C:8]3[CH2:15][C:11]4[S:12][CH:13]=[CH:14][C:10]=4[C:9]=3[NH:21][N:20]=2)=[CH:4][CH:3]=1, predict the reactants needed to synthesize it. The reactants are: [Br:1][C:2]1[CH:18]=[CH:17][C:5]([C:6]([CH:8]2[CH2:15][C:11]3[S:12][CH:13]=[CH:14][C:10]=3[C:9]2=O)=O)=[CH:4][CH:3]=1.O.[NH2:20][NH2:21].C(O)(=O)C. (4) Given the product [NH2:11][C:10]1[CH:9]=[CH:8][C:5]([C:6]2[CH:17]=[C:15]([C:14]([OH:19])=[O:18])[C:23]3[CH:22]=[N:21][NH:20][C:24]=3[N:25]=2)=[CH:4][C:3]=1[O:2][CH3:1], predict the reactants needed to synthesize it. The reactants are: [CH3:1][O:2][C:3]1[CH:4]=[C:5]([CH:8]=[CH:9][C:10]=1[N+:11]([O-])=O)[CH:6]=O.[C:14]([OH:19])(=[O:18])[C:15]([CH3:17])=O.[NH:20]1[C:24]([NH2:25])=[CH:23][CH:22]=[N:21]1.